This data is from Full USPTO retrosynthesis dataset with 1.9M reactions from patents (1976-2016). The task is: Predict the reactants needed to synthesize the given product. (1) Given the product [CH3:29][C:30]1([CH3:37])[CH2:35][CH2:34][C:33](=[CH:2][O:3][CH3:4])[CH2:32][CH2:31]1, predict the reactants needed to synthesize it. The reactants are: [Cl-].[CH3:2][O:3][CH2:4][P+](C1C=CC=CC=1)(C1C=CC=CC=1)C1C=CC=CC=1.[Li]CCCC.[CH3:29][C:30]1([CH3:37])[CH2:35][CH2:34][C:33](=O)[CH2:32][CH2:31]1.[Cl-].[NH4+]. (2) Given the product [C:8](=[O:9])([O:10][CH2:11][C:12]1[CH:17]=[CH:16][CH:15]=[CH:14][CH:13]=1)[NH2:1], predict the reactants needed to synthesize it. The reactants are: [N:1]1C=CC=CC=1.Cl[C:8]([O:10][CH2:11][C:12]1[CH:17]=[CH:16][CH:15]=[CH:14][CH:13]=1)=[O:9].O.C(OCC)(=O)C. (3) Given the product [Cl:13][C:6]1[CH:5]=[N:4][CH:3]=[C:2]([CH3:14])[C:7]=1[C:8]([O:10][CH2:11][CH3:12])=[O:9], predict the reactants needed to synthesize it. The reactants are: Br[C:2]1[CH:3]=[N:4][CH:5]=[C:6]([Cl:13])[C:7]=1[C:8]([O:10][CH2:11][CH3:12])=[O:9].[CH3:14][Zn]C.O. (4) Given the product [CH2:34]([C:33]1[O:23][C:20]([CH:22]=[O:39])=[CH:21][CH:32]=1)[C:14]1[CH:15]=[CH:16][CH:17]=[CH:18][CH:19]=1, predict the reactants needed to synthesize it. The reactants are: [C:14]1(P([C:14]2[CH:19]=[CH:18][CH:17]=[CH:16][CH:15]=2)[C:14]2[CH:19]=[CH:18][CH:17]=[CH:16][CH:15]=2)[CH:19]=[CH:18][CH:17]=[CH:16][CH:15]=1.[CH:20]([OH:23])([CH3:22])[CH3:21].C(OP([CH2:32][C:33]1C=CC=C[CH:34]=1)(=O)OCC)C.[O-:39]P([O-])([O-])=O.[K+].[K+].[K+]. (5) Given the product [N:15]1[CH:14]=[N:13][N:11]2[CH:12]=[C:7]([C:6]3[N:5]([C:16]4[CH:17]=[C:18]([CH3:22])[CH:19]=[CH:20][CH:21]=4)[C:4](=[O:23])[N:3]([CH2:31][C:32]4[CH:37]=[CH:36][CH:35]=[C:34]([F:38])[CH:33]=4)[C:2]=3[CH3:1])[CH:8]=[CH:9][C:10]=12, predict the reactants needed to synthesize it. The reactants are: [CH3:1][C:2]1[NH:3][C:4](=[O:23])[N:5]([C:16]2[CH:17]=[C:18]([CH3:22])[CH:19]=[CH:20][CH:21]=2)[C:6]=1[C:7]1[CH:8]=[CH:9][C:10]2[N:11]([N:13]=[CH:14][N:15]=2)[CH:12]=1.CC(C)([O-])C.[K+].Br[CH2:31][C:32]1[CH:37]=[CH:36][CH:35]=[C:34]([F:38])[CH:33]=1. (6) The reactants are: [Cl:1][C:2]1[CH:7]=[CH:6][C:5]([CH2:8][CH2:9][NH:10][C:11](=O)[CH3:12])=[CH:4][CH:3]=1.O=P12OP3(OP(OP(O3)(O1)=O)(=O)O2)=O. Given the product [Cl:1][C:2]1[CH:7]=[C:6]2[C:5]([CH2:8][CH2:9][N:10]=[C:11]2[CH3:12])=[CH:4][CH:3]=1, predict the reactants needed to synthesize it.